From a dataset of Full USPTO retrosynthesis dataset with 1.9M reactions from patents (1976-2016). Predict the reactants needed to synthesize the given product. (1) Given the product [CH:21]1([C:6]2[C:5]([CH2:4][CH2:3][OH:2])=[CH:10][N:9]=[C:8]([C:11]3[CH:12]=[CH:13][C:14]([C:17]([F:19])([F:20])[F:18])=[CH:15][CH:16]=3)[N:7]=2)[CH2:23][CH2:22]1, predict the reactants needed to synthesize it. The reactants are: C[O:2][C:3](=O)[CH2:4][C:5]1[C:6]([CH:21]2[CH2:23][CH2:22]2)=[N:7][C:8]([C:11]2[CH:16]=[CH:15][C:14]([C:17]([F:20])([F:19])[F:18])=[CH:13][CH:12]=2)=[N:9][CH:10]=1.ClCC1C(C2CC2)=NC(C2C=CC(C(F)(F)F)=CC=2)=NC=1.CC(C[AlH]CC(C)C)C. (2) Given the product [NH2:30][CH:31]([C:35]1[CH:40]=[CH:39][CH:38]=[CH:37][C:36]=1[O:41][CH3:42])[C:32]([N:10]([C:8]1[CH:7]=[CH:6][C:5]2[O:1][CH2:2][O:3][C:4]=2[CH:9]=1)[CH2:11][CH2:12][C:13]1[CH:18]=[CH:17][C:16]([C:19]([F:20])([F:21])[F:22])=[CH:15][CH:14]=1)=[O:33], predict the reactants needed to synthesize it. The reactants are: [O:1]1[C:5]2[CH:6]=[CH:7][C:8]([NH:10][CH2:11][CH2:12][C:13]3[CH:18]=[CH:17][C:16]([C:19]([F:22])([F:21])[F:20])=[CH:15][CH:14]=3)=[CH:9][C:4]=2[O:3][CH2:2]1.C(OC([NH:30][CH:31]([C:35]1[CH:40]=[CH:39][CH:38]=[CH:37][C:36]=1[O:41][CH3:42])[C:32](O)=[O:33])=O)(C)(C)C. (3) Given the product [CH2:23]([N:26]1[C:30]2([CH2:35][CH2:34][NH:33][CH2:32][CH2:31]2)[C:29](=[O:36])[NH:28][CH2:27]1)[CH2:22][CH3:21], predict the reactants needed to synthesize it. The reactants are: C(N1CCC(=O)CC1)C1C=CC=CC=1.C(N)CC.FC1C=C[C:23]([N:26]2[C:30]3([CH2:35][CH2:34][NH:33][CH2:32][CH2:31]3)[C:29](=[O:36])[NH:28][CH2:27]2)=[CH:22][CH:21]=1. (4) Given the product [OH:13][C:11]1[CH:10]=[C:9]([CH3:20])[C:6]([CH:7]=[O:8])=[C:5]([O:4][CH2:3][O:2][CH3:1])[CH:12]=1, predict the reactants needed to synthesize it. The reactants are: [CH3:1][O:2][CH2:3][O:4][C:5]1[CH:12]=[C:11]([O:13]C2CCCCO2)[CH:10]=[C:9]([CH3:20])[C:6]=1[CH:7]=[O:8].CC1C=CC(S([O-])(=O)=O)=CC=1.C1C=C[NH+]=CC=1. (5) Given the product [C:16]([C:2]1[CH:7]=[CH:6][CH:5]=[C:4]([Br:8])[N:3]=1)(=[O:18])[CH3:17], predict the reactants needed to synthesize it. The reactants are: Br[C:2]1[CH:7]=[CH:6][CH:5]=[C:4]([Br:8])[N:3]=1.[Li]CCCC.CN(C)[C:16](=[O:18])[CH3:17].[NH4+].[Cl-].